From a dataset of Drug-target binding data from BindingDB using IC50 measurements. Regression. Given a target protein amino acid sequence and a drug SMILES string, predict the binding affinity score between them. We predict pIC50 (pIC50 = -log10(IC50 in M); higher means more potent). Dataset: bindingdb_ic50. (1) The small molecule is CCN(c1nc(N)c(C(=O)NC(=N)N)nc1Cl)C(C)C. The target protein sequence is MFQMWKRMACDCLGYPFRGIISPLGSICFFGAFLLFILPIGVAAFKSEAMLATEPSRSRILDDSPGITPAPTLTAHPTTNTSGNNSAGGHGKGHKVFPVLGFDYLRVRIPFEISLWILLASLMKLGFHVIPTVSNVVPESCLLIVVGLLVGGLIKGVGETPPVLHSDTFFLFLLPPIILDAGYFLPLRQFTENLGTILIFAVLGTLWNTFCIGSLLFAVCQISGTSLNGVGLLANLLFGAIISAVDPVAVLAVFEEIHINELLHILVFGESLLNDAVTVVLYHLFEEFGTFDQVTFKDIFLGFLSFFVVALGGVFVGVVYGIVAAFTSRFTSHIRVIEPLFVFLYSYMAYLSAELFHLSGIMALIASGVVMRPYVEANISHKSHTTIKYFLKMWSSVSETLIFIFLGVSTVAGPHEWNWTFVMSTLLLCLIARVLGVLGLTSVINRFRIVKLTPKDQFIIAYGGLRGAIAFSLGYLLDHHHFPKRNMFLTAIITVIFFTV.... The pIC50 is 5.1. (2) The drug is O=C(N[C@@H](Cc1ccccc1)C(=O)N[C@@H]1C(=O)N[C@H]1Sc1ccccc1)OCc1ccccc1. The target protein (P00787) has sequence MWWSLIPLSCLLALTSAHDKPSSHPLSDDMINYINKQNTTWQAGRNFYNVDISYLKKLCGTVLGGPNLPERVGFSEDINLPESFDAREQWSNCPTIAQIRDQGSCGSCWAFGAVEAMSDRICIHTNGRVNVEVSAEDLLTCCGIQCGDGCNGGYPSGAWNFWTRKGLVSGGVYNSHIGCLPYTIPPCEHHVNGSRPPCTGEGDTPKCNKMCEAGYSTSYKEDKHYGYTSYSVSDSEKEIMAEIYKNGPVEGAFTVFSDFLTYKSGVYKHEAGDVMGGHAIRILGWGIENGVPYWLVANSWNVDWGDNGFFKILRGENHCGIESEIVAGIPRTQQYWGRF. The pIC50 is 5.0. (3) The small molecule is CCOC(=O)C(O)c1cc(-c2ccc(S(C)(=O)=O)cc2)n(-c2ccccc2)c1C. The target protein (P22437) has sequence MSRRSLSLWFPLLLLLLLPPTPSVLLADPGVPSPVNPCCYYPCQNQGVCVRFGLDNYQCDCTRTGYSGPNCTIPEIWTWLRNSLRPSPSFTHFLLTHGYWLWEFVNATFIREVLMRLVLTVRSNLIPSPPTYNSAHDYISWESFSNVSYYTRILPSVPKDCPTPMGTKGKKQLPDVQLLAQQLLLRREFIPAPQGTNILFAFFAQHFTHQFFKTSGKMGPGFTKALGHGVDLGHIYGDNLERQYHLRLFKDGKLKYQVLDGEVYPPSVEQASVLMRYPPGVPPERQMAVGQEVFGLLPGLMLFSTIWLREHNRVCDLLKEEHPTWDDEQLFQTTRLILIGETIKIVIEEYVQHLSGYFLQLKFDPELLFRAQFQYRNRIAMEFNHLYHWHPLMPNSFQVGSQEYSYEQFLFNTSMLVDYGVEALVDAFSRQRAGRIGGGRNFDYHVLHVAVDVIKESREMRLQPFNEYRKRFGLKPYTSFQELTGEKEMAAELEELYGDI.... The pIC50 is 4.0. (4) The drug is c1ccc(C[C@@H]2CC(c3ccccc3)=NO2)cc1. The target protein (P08659) has sequence MEDAKNIKKGPAPFYPLEDGTAGEQLHKAMKRYALVPGTIAFTDAHIEVNITYAEYFEMSVRLAEAMKRYGLNTNHRIVVCSENSLQFFMPVLGALFIGVAVAPANDIYNERELLNSMNISQPTVVFVSKKGLQKILNVQKKLPIIQKIIIMDSKTDYQGFQSMYTFVTSHLPPGFNEYDFVPESFDRDKTIALIMNSSGSTGLPKGVALPHRTACVRFSHARDPIFGNQIIPDTAILSVVPFHHGFGMFTTLGYLICGFRVVLMYRFEEELFLRSLQDYKIQSALLVPTLFSFFAKSTLIDKYDLSNLHEIASGGAPLSKEVGEAVAKRFHLPGIRQGYGLTETTSAILITPEGDDKPGAVGKVVPFFEAKVVDLDTGKTLGVNQRGELCVRGPMIMSGYVNNPEATNALIDKDGWLHSGDIAYWDEDEHFFIVDRLKSLIKYKGYQVAPAELESILLQHPNIFDAGVAGLPDDDAGELPAAVVVLEHGKTMTEKEIVD.... The pIC50 is 8.8. (5) The drug is CCN(CCN(C)C)C(=O)CNCc1cc(C(=O)O)ccn1. The target protein sequence is MEPGCDEFLPPPECPVFEPSWAEFQDPLGYIAKIRPIAEKSGICKIRPPADWQPPFAVEVDNFRFTPRVQRLNELEAQTRVKLNYLDQIAKFWEIQGSSLKIPNVERKILDLYSLSKIVIEEGGYEAICKDRRWARVAQRLHYPPGKNIGSLLRSHYERIIYPYEMFQSGANHVQCNTHPFDNEVKDKEYKPHSIPLRQSVQPSKFSSYSRRAKRLQPDPEPTEEDIEKHPELKKLQIYGPGPKMMGLGLMAKDKDKTVHKKVTCPPTVTVKDEQSGGGNVSSTLLKQHLSLEPCTKTTMQLRKNHSSAQFIDSYICQVCSRGDEDDKLLFCDGCDDNYHIFCLLPPLPEIPRGIWRCPKCILAECKQPPEAFGFEQATQEYSLQSFGEMADSFKSDYFNMPVHMVPTELVEKEFWRLVSSIEEDVTVEYGADIHSKEFGSGFPVSNSKQNLSPEEKEYATSGWNLNVMPVLDQSVLCHINADISGMKVPWLYVGMVFSA.... The pIC50 is 7.8. (6) The compound is CN(C)CCCn1cc(C2=C(c3c[nH]c4ccccc34)CNC2=O)c2ccccc21. The target protein (P27791) has sequence MGNAAAAKKGSEQESVKEFLAKAKEDFLKKWEDPSQNTAQLDHFDRIKTLGTGSFGRVMLVKHKESGNHYAMKILDKQKVVKLKQIEHTLNEKRILQAVNFPFLVKLEFSFKDNSNLYMVMEYVPGGEMFSHLRRIGRFSEPHARFYAAQIVLTFEYLHSLDLIYRDLKPENLLIDQQGYIQVTDFGFAKRVKGRTWTLCGTPEYLAPEIILSKGYNKAVDWWALGVLIYEMAAGYPPFFADQPIQIYEKIVSGKVRFPSHFSSDLKDLLRNLLQVDLTKRFGNLKNGVNDIKNHKWFATTDWIAIYQRKVEAPFIPKFKGPGDTSNFDDYEEEEIRVSINEKCGKEFTEF. The pIC50 is 5.0. (7) The drug is O=C1CC[C@]2(O)[C@@H]3Cc4ccc(O)c5c4[C@]2(CCN3CCc2ccccc2F)[C@@H]1O5. The target protein (Q9QUK6) has sequence MMPPWLLARTLIMALFFSCLTPGSLNPCIEVVPNITYQCMDQKLSKVPDDIPSSTKNIDLSFNPLKILKSYSFSNFSELQWLDLSRCEIETIEDKAWHGLHHLSNLILTGNPIQSFSPGSFSGLTSLENLVAVETKLASLESFPIGQLITLKKLNVAHNFIHSCKLPAYFSNLTNLVHVDLSYNYIQTITVNDLQFLRENPQVNLSLDMSLNPIDFIQDQAFQGIKLHELTLRGNFNSSNIMKTCLQNLAGLHVHRLILGEFKDERNLEIFEPSIMEGLCDVTIDEFRLTYTNDFSDDIVKFHCLANVSAMSLAGVSIKYLEDVPKHFKWQSLSIIRCQLKQFPTLDLPFLKSLTLTMNKGSISFKKVALPSLSYLDLSRNALSFSGCCSYSDLGTNSLRHLDLSFNGAIIMSANFMGLEELQHLDFQHSTLKRVTEFSAFLSLEKLLYLDISYTNTKIDFDGIFLGLTSLNTLKMAGNSFKDNTLSNVFANTTNLTFLD.... The pIC50 is 5.7.